The task is: Predict the reaction yield, written as a fraction of the theoretical maximum amount of product (1.0 means a 100% yield; for example, 0.34 means a 34% yield).. This data is from Reaction yield outcomes from USPTO patents with 853,638 reactions. (1) The reactants are [CH3:1][C:2]([CH3:14])([CH3:13])[C:3]#[C:4][C:5]1[S:9][C:8]([C:10]([OH:12])=[O:11])=[CH:7][CH:6]=1.[Li]CCCC.[I:20]I. The catalyst is C1COCC1. The product is [CH3:1][C:2]([CH3:14])([CH3:13])[C:3]#[C:4][C:5]1[S:9][C:8]([C:10]([OH:12])=[O:11])=[C:7]([I:20])[CH:6]=1. The yield is 0.650. (2) The reactants are Cl.[CH2:2]1[CH:14]2[CH:6]([C:7]3[C:12]([CH2:13]2)=[CH:11][CH:10]=[CH:9][CH:8]=3)[CH2:5][NH:4][CH2:3]1.[CH:15]([C:17]1[CH:32]=[CH:31][C:20]([O:21][C:22]2[CH:30]=[CH:29][C:25]([C:26]([NH2:28])=[O:27])=[CH:24][N:23]=2)=[CH:19][CH:18]=1)=O.C(O[BH-](OC(=O)C)OC(=O)C)(=O)C.[Na+].C(O)(=O)C. The catalyst is ClCCCl.CO.C(Cl)Cl. The product is [CH2:2]1[CH:14]2[CH:6]([C:7]3[C:12]([CH2:13]2)=[CH:11][CH:10]=[CH:9][CH:8]=3)[CH2:5][N:4]([CH2:15][C:17]2[CH:32]=[CH:31][C:20]([O:21][C:22]3[CH:30]=[CH:29][C:25]([C:26]([NH2:28])=[O:27])=[CH:24][N:23]=3)=[CH:19][CH:18]=2)[CH2:3]1. The yield is 0.580.